This data is from Full USPTO retrosynthesis dataset with 1.9M reactions from patents (1976-2016). The task is: Predict the reactants needed to synthesize the given product. Given the product [CH3:25][N:8]([C:5]1[CH:4]=[CH:3][C:2]([NH:1][C:33]([NH:32][C:29]2[CH:30]=[CH:31][N:26]=[CH:27][CH:28]=2)=[O:34])=[CH:7][CH:6]=1)[S:9]([C:12]1[CH:13]=[C:14]([C:18]2[CH:23]=[CH:22][C:21]([F:24])=[CH:20][CH:19]=2)[CH:15]=[CH:16][CH:17]=1)(=[O:11])=[O:10], predict the reactants needed to synthesize it. The reactants are: [NH2:1][C:2]1[CH:7]=[CH:6][C:5]([N:8]([CH3:25])[S:9]([C:12]2[CH:13]=[C:14]([C:18]3[CH:23]=[CH:22][C:21]([F:24])=[CH:20][CH:19]=3)[CH:15]=[CH:16][CH:17]=2)(=[O:11])=[O:10])=[CH:4][CH:3]=1.[N:26]1[CH:31]=[CH:30][C:29]([N:32]=[C:33]=[O:34])=[CH:28][CH:27]=1.